The task is: Regression. Given two drug SMILES strings and cell line genomic features, predict the synergy score measuring deviation from expected non-interaction effect.. This data is from NCI-60 drug combinations with 297,098 pairs across 59 cell lines. (1) Drug 1: CC1=CC2C(CCC3(C2CCC3(C(=O)C)OC(=O)C)C)C4(C1=CC(=O)CC4)C. Drug 2: C1C(C(OC1N2C=C(C(=O)NC2=O)F)CO)O. Synergy scores: CSS=38.9, Synergy_ZIP=-9.81, Synergy_Bliss=-8.02, Synergy_Loewe=-57.7, Synergy_HSA=-11.8. Cell line: SNB-75. (2) Drug 1: CC1=C2C(C(=O)C3(C(CC4C(C3C(C(C2(C)C)(CC1OC(=O)C(C(C5=CC=CC=C5)NC(=O)OC(C)(C)C)O)O)OC(=O)C6=CC=CC=C6)(CO4)OC(=O)C)O)C)O. Drug 2: C1=NNC2=C1C(=O)NC=N2. Cell line: NCI-H460. Synergy scores: CSS=51.7, Synergy_ZIP=-1.39, Synergy_Bliss=-1.86, Synergy_Loewe=-49.5, Synergy_HSA=-2.29.